Dataset: Full USPTO retrosynthesis dataset with 1.9M reactions from patents (1976-2016). Task: Predict the reactants needed to synthesize the given product. (1) Given the product [C:38]([O:22][CH2:21][CH2:20][CH2:19][C@@H:9]([O:8][Si:1]([C:4]([CH3:7])([CH3:6])[CH3:5])([CH3:3])[CH3:2])[CH2:10][CH:11]([CH3:18])[C:12]([N:14]([O:16][CH3:17])[CH3:15])=[O:13])(=[O:43])[C:39]([CH3:42])([CH3:41])[CH3:40], predict the reactants needed to synthesize it. The reactants are: [Si:1]([O:8][C@H:9]([CH2:19][CH2:20][CH2:21][OH:22])[CH2:10][CH:11]([CH3:18])[C:12]([N:14]([O:16][CH3:17])[CH3:15])=[O:13])([C:4]([CH3:7])([CH3:6])[CH3:5])([CH3:3])[CH3:2].C(N(CC)CC)C.CN(CCN(C)C)C.[C:38](Cl)(=[O:43])[C:39]([CH3:42])([CH3:41])[CH3:40]. (2) Given the product [NH2:9][C@@H:8]([CH2:1][C:2]1[CH:3]=[CH:4][CH:5]=[CH:6][CH:7]=1)[C@@H:12]([C@H:13]1[CH2:17][C@@H:16]([O:18][C:19]2[CH:24]=[CH:23][CH:22]=[CH:21][CH:20]=2)[CH2:15][N:14]1[C:25]([O:27][C:28]([CH3:30])([CH3:31])[CH3:29])=[O:26])[OH:11], predict the reactants needed to synthesize it. The reactants are: [CH2:1]([C@H:8]1[C@@H:12]([C@H:13]2[CH2:17][C@@H:16]([O:18][C:19]3[CH:24]=[CH:23][CH:22]=[CH:21][CH:20]=3)[CH2:15][N:14]2[C:25]([O:27][C:28]([CH3:31])([CH3:30])[CH3:29])=[O:26])[O:11]C(=O)[NH:9]1)[C:2]1[CH:7]=[CH:6][CH:5]=[CH:4][CH:3]=1. (3) Given the product [NH2:2][C:3]1[CH:8]=[CH:7][CH:6]=[CH:5][C:4]=1[C:25]1[C:26]([C:39]#[N:40])=[N:27][N:28]([CH2:35][CH2:36][O:37][CH3:38])[C:29]=1[CH2:30][CH2:31][CH2:32][CH2:33][Cl:34], predict the reactants needed to synthesize it. The reactants are: Cl.[NH2:2][C:3]1[CH:8]=[CH:7][CH:6]=[CH:5][C:4]=1B(O)O.C(=O)([O-])[O-].[K+].[K+].COCCOC.Br[C:25]1[C:26]([C:39]#[N:40])=[N:27][N:28]([CH2:35][CH2:36][O:37][CH3:38])[C:29]=1[CH2:30][CH2:31][CH2:32][CH2:33][Cl:34]. (4) Given the product [Cl:1][C:2]1[CH:7]=[CH:6][C:5]([C:8](=[CH:13][OH:15])[C:9]#[N:10])=[CH:4][CH:3]=1, predict the reactants needed to synthesize it. The reactants are: [Cl:1][C:2]1[CH:7]=[CH:6][C:5]([CH2:8][C:9]#[N:10])=[CH:4][CH:3]=1.[OH-].[Na+].[CH2:13]([OH:15])C. (5) Given the product [Cl:1][C:2]1[CH:10]=[C:9]2[C:5]([C:6]([C:24]([C:19]3[C:18]([Cl:17])=[N:23][CH:22]=[CH:21][N:20]=3)=[O:25])=[CH:7][NH:8]2)=[CH:4][CH:3]=1, predict the reactants needed to synthesize it. The reactants are: [Cl:1][C:2]1[CH:10]=[C:9]2[C:5]([CH:6]=[CH:7][NH:8]2)=[CH:4][CH:3]=1.[Al](Cl)(CC)CC.[Cl:17][C:18]1[C:19]([C:24](Cl)=[O:25])=[N:20][CH:21]=[CH:22][N:23]=1. (6) Given the product [F:13][C:14]1[CH:15]=[CH:16][C:17]([CH:20]([O:12][C:3]2[CH:4]=[C:5]([C:8]([F:10])([F:11])[F:9])[CH:6]=[CH:7][C:2]=2[F:1])[CH2:21][CH2:22][CH2:23][CH2:24][CH2:25][N:26]2[CH2:31][CH2:30][CH:29]([C:32]3[CH:33]=[C:34]([NH:38][C:39](=[O:43])[CH:40]([CH3:41])[CH3:42])[CH:35]=[CH:36][CH:37]=3)[CH2:28][CH2:27]2)=[CH:18][CH:19]=1, predict the reactants needed to synthesize it. The reactants are: [F:1][C:2]1[CH:7]=[CH:6][C:5]([C:8]([F:11])([F:10])[F:9])=[CH:4][C:3]=1[OH:12].[F:13][C:14]1[CH:19]=[CH:18][C:17]([CH:20](O)[CH2:21][CH2:22][CH2:23][CH2:24][CH2:25][N:26]2[CH2:31][CH2:30][CH:29]([C:32]3[CH:33]=[C:34]([NH:38][C:39](=[O:43])[CH:40]([CH3:42])[CH3:41])[CH:35]=[CH:36][CH:37]=3)[CH2:28][CH2:27]2)=[CH:16][CH:15]=1.Cl. (7) The reactants are: Br[C:2]1[CH:3]=[C:4]([N:8]2[C:12]3[CH:13]=[CH:14][C:15]([CH2:17][N:18]4[C:26](=[O:27])[C:25]5[C:20](=[CH:21][CH:22]=[CH:23][CH:24]=5)[C:19]4=[O:28])=[CH:16][C:11]=3[N:10]=[CH:9]2)[CH:5]=[CH:6][CH:7]=1.[N:29]1[CH:34]=[CH:33][CH:32]=[C:31](B(O)O)[CH:30]=1.C(=O)([O-])[O-].[K+].[K+].C(O)CCO. Given the product [N:29]1[CH:34]=[CH:33][CH:32]=[C:31]([C:2]2[CH:3]=[C:4]([N:8]3[C:12]4[CH:13]=[CH:14][C:15]([CH2:17][N:18]5[C:19](=[O:28])[C:20]6[C:25](=[CH:24][CH:23]=[CH:22][CH:21]=6)[C:26]5=[O:27])=[CH:16][C:11]=4[N:10]=[CH:9]3)[CH:5]=[CH:6][CH:7]=2)[CH:30]=1, predict the reactants needed to synthesize it. (8) Given the product [C:1]([C:3]1[CH:8]=[CH:7][C:6]([C:9]2[C:10]([CH3:24])=[N:11][N:12]([CH2:15][C:16]3[S:17][CH:18]=[C:19]([C:21]#[N:23])[N:20]=3)[C:13]=2[CH3:14])=[CH:5][CH:4]=1)#[N:2], predict the reactants needed to synthesize it. The reactants are: [C:1]([C:3]1[CH:8]=[CH:7][C:6]([C:9]2[C:10]([CH3:24])=[N:11][N:12]([CH2:15][C:16]3[S:17][CH:18]=[C:19]([C:21]([NH2:23])=O)[N:20]=3)[C:13]=2[CH3:14])=[CH:5][CH:4]=1)#[N:2].N1C=CC=CC=1.C(Cl)(=O)C(Cl)=O.O.